Dataset: Retrosynthesis with 50K atom-mapped reactions and 10 reaction types from USPTO. Task: Predict the reactants needed to synthesize the given product. (1) The reactants are: CC(=O)OC(C)=O.Cc1ncccc1N. Given the product CC(=O)Nc1cccnc1C, predict the reactants needed to synthesize it. (2) Given the product CN1CCc2ccc(-c3ccc(-c4cncc(NS(=O)(=O)c5ccc(F)cc5F)c4)s3)cc2C1=O, predict the reactants needed to synthesize it. The reactants are: CN1CCc2ccc(-c3ccc(-c4cncc(N)c4)s3)cc2C1=O.O=S(=O)(Cl)c1ccc(F)cc1F. (3) The reactants are: CC(C)(C)[Si](C)(C)OCCN(CCc1c[nH]c2ccccc12)Cc1ccc(C=CC(=O)Nc2ccccc2N)cc1. Given the product Nc1ccccc1NC(=O)C=Cc1ccc(CN(CCO)CCc2c[nH]c3ccccc23)cc1, predict the reactants needed to synthesize it.